From a dataset of Forward reaction prediction with 1.9M reactions from USPTO patents (1976-2016). Predict the product of the given reaction. (1) Given the reactants [CH:1]1[C:13]2[CH:12]([CH2:14][O:15][C:16]([N:18]3[CH2:23][C@@H:22]([C:24](=[O:46])[NH:25][CH2:26][C:27]4([CH2:41][CH2:42][CH2:43][CH2:44][OH:45])[C:40]5[CH:39]=[CH:38][CH:37]=[CH:36][C:35]=5[O:34][C:33]5[C:28]4=[CH:29][CH:30]=[CH:31][CH:32]=5)[CH2:21][C@@H:20]([NH:47][S:48]([C:51]4[CH:56]=[CH:55][C:54]([O:57][CH3:58])=[C:53]([O:59][CH3:60])[CH:52]=4)(=[O:50])=[O:49])[CH2:19]3)=[O:17])[C:11]3[C:6](=[CH:7][CH:8]=[CH:9][CH:10]=3)[C:5]=2[CH:4]=[CH:3][CH:2]=1.CC(OI1(OC(C)=O)(OC(C)=O)OC(=O)C2C=CC=CC1=2)=[O:63].CC(=CC)C.[O-]Cl=O.[Na+], predict the reaction product. The product is: [CH:10]1[C:11]2[CH:12]([CH2:14][O:15][C:16]([N:18]3[CH2:19][C@H:20]([NH:47][S:48]([C:51]4[CH:56]=[CH:55][C:54]([O:57][CH3:58])=[C:53]([O:59][CH3:60])[CH:52]=4)(=[O:50])=[O:49])[CH2:21][C@H:22]([C:24](=[O:46])[NH:25][CH2:26][C:27]4([CH2:41][CH2:42][CH2:43][C:44]([OH:63])=[O:45])[C:40]5[CH:39]=[CH:38][CH:37]=[CH:36][C:35]=5[O:34][C:33]5[C:28]4=[CH:29][CH:30]=[CH:31][CH:32]=5)[CH2:23]3)=[O:17])[C:13]3[C:5](=[CH:4][CH:3]=[CH:2][CH:1]=3)[C:6]=2[CH:7]=[CH:8][CH:9]=1. (2) Given the reactants [Na].[CH3:2]CN(C(C)C)C(C)C.[OH:11][C:12]([C:14]([F:17])([F:16])[F:15])=[O:13].[F:18][C:19]1[CH:45]=[C:44]([F:46])[CH:43]=[CH:42][C:20]=1[O:21][CH:22]1[CH2:27][CH2:26][N:25]([C:28]2[N:33]=[C:32]3[CH2:34][NH:35][CH2:36][CH2:37][C:31]3=[N:30][C:29]=2[NH:38][CH:39]([CH3:41])[CH3:40])[CH2:24][CH2:23]1.C=O, predict the reaction product. The product is: [F:18][C:19]1[CH:45]=[C:44]([F:46])[CH:43]=[CH:42][C:20]=1[O:21][CH:22]1[CH2:23][CH2:24][N:25]([C:28]2[N:33]=[C:32]3[CH2:34][N:35]([CH3:2])[CH2:36][CH2:37][C:31]3=[N:30][C:29]=2[NH:38][CH:39]([CH3:41])[CH3:40])[CH2:26][CH2:27]1.[C:12]([OH:13])([C:14]([F:17])([F:16])[F:15])=[O:11]. (3) Given the reactants [Cl:1][C:2]1[C:11]2[C:6](=[CH:7][CH:8]=[CH:9][C:10]=2[CH3:12])[N:5]=[C:4]([C:13]2[C:18]([O:19]C)=[CH:17][CH:16]=[CH:15][C:14]=2[F:21])[N:3]=1.B(Br)(Br)Br, predict the reaction product. The product is: [Cl:1][C:2]1[C:7]2[C:6](=[CH:11][C:10]([CH3:12])=[CH:9][CH:8]=2)[N:5]=[C:4]([C:13]2[C:14]([F:21])=[CH:15][CH:16]=[CH:17][C:18]=2[OH:19])[N:3]=1. (4) Given the reactants [CH3:1][O:2][C:3]([C:5]1[N:6]([CH3:17])[C:7]2[C:8]3[CH:9]=[N:10][NH:11][C:12]=3[CH2:13][CH2:14][C:15]=2[CH:16]=1)=[O:4].C(C1C(=O)C(Cl)=C(Cl)C(=O)C=1C#N)#N, predict the reaction product. The product is: [CH3:1][O:2][C:3]([C:5]1[N:6]([CH3:17])[C:7]2[C:15]([CH:16]=1)=[CH:14][CH:13]=[C:12]1[C:8]=2[CH:9]=[N:10][NH:11]1)=[O:4]. (5) Given the reactants [Cl:1][C:2]1[CH:7]=[CH:6][C:5]([CH2:8][C:9]2[C:18]3[C:13](=[CH:14][CH:15]=[CH:16][CH:17]=3)[C:12](=[O:19])[N:11]([CH2:20][C@H:21]3[CH2:25][CH2:24][CH2:23][NH:22]3)[N:10]=2)=[CH:4][CH:3]=1.Cl[CH2:27][CH2:28][CH2:29][O:30][C:31]1[CH:45]=[CH:44][C:34]2[CH2:35][CH2:36][N:37]([CH:40]3[CH2:43][CH2:42][CH2:41]3)[CH2:38][CH2:39][C:33]=2[CH:32]=1.[I-].[Na+].CCN(C(C)C)C(C)C.C(Cl)(=O)C, predict the reaction product. The product is: [Cl:1][C:2]1[CH:7]=[CH:6][C:5]([CH2:8][C:9]2[C:18]3[C:13](=[CH:14][CH:15]=[CH:16][CH:17]=3)[C:12](=[O:19])[N:11]([CH2:20][C@H:21]3[CH2:25][CH2:24][CH2:23][N:22]3[CH2:27][CH2:28][CH2:29][O:30][C:31]3[CH:45]=[CH:44][C:34]4[CH2:35][CH2:36][N:37]([CH:40]5[CH2:41][CH2:42][CH2:43]5)[CH2:38][CH2:39][C:33]=4[CH:32]=3)[N:10]=2)=[CH:4][CH:3]=1. (6) Given the reactants [NH2:1][CH2:2][CH2:3][O:4][CH2:5][CH2:6][O:7][C:8]1[CH:9]=[CH:10][C:11]2[C:12]3[S:21][C:20]([CH2:22][CH2:23][CH3:24])=[N:19][C:13]=3[C:14]([NH2:18])=[N:15][C:16]=2[CH:17]=1.C(N(CC)CC)C.[CH3:32][S:33](Cl)(=[O:35])=[O:34], predict the reaction product. The product is: [NH2:18][C:14]1[C:13]2[N:19]=[C:20]([CH2:22][CH2:23][CH3:24])[S:21][C:12]=2[C:11]2[CH:10]=[CH:9][C:8]([O:7][CH2:6][CH2:5][O:4][CH2:3][CH2:2][NH:1][S:33]([CH3:32])(=[O:35])=[O:34])=[CH:17][C:16]=2[N:15]=1. (7) Given the reactants BrC1C=CC(N=C=S)=CC=1.NC1C=C(C)C=CC=1O.[Br:20][C:21]1[CH:26]=[CH:25][C:24]([NH:27][C:28]([NH:30][C:31]2[CH:36]=[C:35]([CH3:37])[CH:34]=[CH:33][C:32]=2[OH:38])=S)=[CH:23][CH:22]=1.Cl.CN(C)CCCN=C=NCC, predict the reaction product. The product is: [Br:20][C:21]1[CH:26]=[CH:25][C:24]([NH:27][C:28]2[O:38][C:32]3[CH:33]=[CH:34][C:35]([CH3:37])=[CH:36][C:31]=3[N:30]=2)=[CH:23][CH:22]=1.